This data is from Full USPTO retrosynthesis dataset with 1.9M reactions from patents (1976-2016). The task is: Predict the reactants needed to synthesize the given product. (1) Given the product [F:1][C@H:2]1[CH2:6][CH2:5][N:4]([C:7]2[CH:14]=[CH:13][C:10]([C:11](=[O:22])[CH2:15][CH2:16][CH3:17])=[CH:9][CH:8]=2)[CH2:3]1, predict the reactants needed to synthesize it. The reactants are: [F:1][C@H:2]1[CH2:6][CH2:5][N:4]([C:7]2[CH:14]=[CH:13][C:10]([C:11]#N)=[CH:9][CH:8]=2)[CH2:3]1.[CH2:15]([Mg]Cl)[CH2:16][CH3:17].Cl.C([O-])(O)=[O:22].[Na+]. (2) Given the product [C:11]([C:9]1[CH:8]=[CH:7][C:5]([NH2:6])=[C:4]([N+:1]([O-:3])=[O:2])[CH:10]=1)#[CH:12], predict the reactants needed to synthesize it. The reactants are: [N+:1]([C:4]1[CH:10]=[C:9]([C:11]#[C:12][Si](C)(C)C)[CH:8]=[CH:7][C:5]=1[NH2:6])([O-:3])=[O:2].C(Cl)Cl.C([O-])([O-])=O.[K+].[K+]. (3) Given the product [CH3:1][O:2][C:3]1[C:4]([CH3:34])=[C:5]([C:25]([O:32][CH3:33])=[C:26]([O:30][CH3:31])[C:27]=1[O:28][CH3:29])[CH2:6][C:7]1[CH:8]=[CH:9][C:10]([C:46]2[CH:47]=[CH:48][CH:49]=[CH:50][C:45]=2[O:44][CH3:43])=[C:11]([CH:16]=1)[C:12]([O:14][CH3:15])=[O:13], predict the reactants needed to synthesize it. The reactants are: [CH3:1][O:2][C:3]1[C:4]([CH3:34])=[C:5]([C:25]([O:32][CH3:33])=[C:26]([O:30][CH3:31])[C:27]=1[O:28][CH3:29])[CH2:6][C:7]1[CH:8]=[CH:9][C:10](OS(C(F)(F)F)(=O)=O)=[C:11]([CH:16]=1)[C:12]([O:14][CH3:15])=[O:13].C(=O)([O-])[O-].[Na+].[Na+].[Cl-].[Li+].[CH3:43][O:44][C:45]1[CH:50]=[CH:49][CH:48]=[CH:47][C:46]=1B(O)O. (4) Given the product [Cl:17][C:18]1[CH:19]=[CH:20][C:21]([C:24]2[CH:25]=[CH:26][C:27]([C:30]#[C:31][C:2]3[CH:16]=[CH:15][C:5]([O:6][C@H:7]4[CH:12]5[CH2:13][CH2:14][N:9]([CH2:10][CH2:11]5)[CH2:8]4)=[CH:4][CH:3]=3)=[N:28][CH:29]=2)=[CH:22][CH:23]=1, predict the reactants needed to synthesize it. The reactants are: Br[C:2]1[CH:16]=[CH:15][C:5]([O:6][C@H:7]2[CH:12]3[CH2:13][CH2:14][N:9]([CH2:10][CH2:11]3)[CH2:8]2)=[CH:4][CH:3]=1.[Cl:17][C:18]1[CH:23]=[CH:22][C:21]([C:24]2[CH:25]=[CH:26][C:27]([C:30]#[CH:31])=[N:28][CH:29]=2)=[CH:20][CH:19]=1. (5) The reactants are: [C:1]([O:5][C:6](=[O:36])[NH:7][C:8]1([C:12]2[CH:17]=[CH:16][C:15]([C:18]3[C:19](=[O:35])[C:20]4[C:21]([O:27][C:28]=3[C:29]3[CH:34]=[CH:33][CH:32]=[CH:31][CH:30]=3)=[C:22](Cl)[N:23]=[CH:24][CH:25]=4)=[CH:14][CH:13]=2)[CH2:11][CH2:10][CH2:9]1)([CH3:4])([CH3:3])[CH3:2].[OH:37][C:38]1[CH:43]=[CH:42][CH:41]=[CH:40][N:39]=1.C(=O)([O-])[O-].[Cs+].[Cs+]. Given the product [C:1]([O:5][C:6](=[O:36])[NH:7][C:8]1([C:12]2[CH:17]=[CH:16][C:15]([C:18]3[C:19](=[O:35])[C:20]4[C:21]([O:27][C:28]=3[C:29]3[CH:34]=[CH:33][CH:32]=[CH:31][CH:30]=3)=[C:22]([O:37][C:38]3[CH:43]=[CH:42][CH:41]=[CH:40][N:39]=3)[N:23]=[CH:24][CH:25]=4)=[CH:14][CH:13]=2)[CH2:11][CH2:10][CH2:9]1)([CH3:4])([CH3:3])[CH3:2], predict the reactants needed to synthesize it. (6) Given the product [C:1]([O:5][N:6]=[C:7]1[C:16]2[C:11](=[CH:12][CH:13]=[C:14]([C:31]#[C:30][CH2:29][O:28][CH3:27])[CH:15]=2)[O:10][C:9]([C:18]2[N:23]=[CH:22][N:21]3[CH:24]=[CH:25][CH:26]=[C:20]3[CH:19]=2)=[CH:8]1)([CH3:4])([CH3:3])[CH3:2], predict the reactants needed to synthesize it. The reactants are: [C:1]([O:5][N:6]=[C:7]1[C:16]2[C:11](=[CH:12][CH:13]=[C:14](Br)[CH:15]=2)[O:10][C:9]([C:18]2[N:23]=[CH:22][N:21]3[CH:24]=[CH:25][CH:26]=[C:20]3[CH:19]=2)=[CH:8]1)([CH3:4])([CH3:3])[CH3:2].[CH3:27][O:28][CH2:29][C:30]#[CH:31]. (7) Given the product [C:1]([O:5][C@@H:6]([C:12]1[C:21]([CH3:22])=[CH:20][C:19]2[C:14](=[CH:15][C:16]([F:25])=[C:17]([CH2:23][CH3:24])[CH:18]=2)[C:13]=1[O:26][S:27]([C:30]([F:32])([F:33])[F:31])(=[O:29])=[O:28])[C:7]([O:9][CH2:10][CH3:11])=[O:8])([CH3:3])([CH3:4])[CH3:2], predict the reactants needed to synthesize it. The reactants are: [C:1]([O:5][C@@H:6]([C:12]1[C:21]([CH3:22])=[CH:20][C:19]2[C:14](=[CH:15][C:16]([F:25])=[C:17]([CH:23]=[CH2:24])[CH:18]=2)[C:13]=1[O:26][S:27]([C:30]([F:33])([F:32])[F:31])(=[O:29])=[O:28])[C:7]([O:9][CH2:10][CH3:11])=[O:8])([CH3:4])([CH3:3])[CH3:2].